From a dataset of Reaction yield outcomes from USPTO patents with 853,638 reactions. Predict the reaction yield, written as a fraction of the theoretical maximum amount of product (1.0 means a 100% yield; for example, 0.34 means a 34% yield). (1) The reactants are Cl[C:2]1[C:7]([C:8]#[N:9])=[CH:6][CH:5]=[CH:4][N:3]=1.[CH3:10][O:11][C:12]1[CH:17]=[CH:16][CH:15]=[CH:14][C:13]=1B(O)O.C(O)(C)C.C(=O)([O-])[O-].[Na+].[Na+]. The catalyst is Cl[Pd](Cl)([P](C1C=CC=CC=1)(C1C=CC=CC=1)C1C=CC=CC=1)[P](C1C=CC=CC=1)(C1C=CC=CC=1)C1C=CC=CC=1.C(OCC)(=O)C. The product is [CH3:10][O:11][C:12]1[CH:17]=[CH:16][CH:15]=[CH:14][C:13]=1[C:2]1[N:3]=[CH:4][CH:5]=[CH:6][C:7]=1[C:8]#[N:9]. The yield is 0.660. (2) The reactants are [NH:1]([C:5]1[CH:11]=[CH:10][C:8]([OH:9])=[CH:7][CH:6]=1)[C:2]([CH3:4])=[O:3].C([O-])([O-])=O.[K+].[K+].[I-].[Na+].Cl[CH:21]([CH3:26])[C:22]([O:24][CH3:25])=[O:23]. The catalyst is CC(C)=O. The product is [CH3:25][O:24][C:22](=[O:23])[CH:21]([O:9][C:8]1[CH:10]=[CH:11][C:5]([NH:1][C:2](=[O:3])[CH3:4])=[CH:6][CH:7]=1)[CH3:26]. The yield is 0.404. (3) The product is [C:1]([C:5]1[C:9]([CH2:10][CH2:11][CH2:12][O:13][C:27]2[C:26]([CH2:24][CH3:25])=[CH:31][CH:30]=[CH:29][C:28]=2[CH2:32][C:33]([OH:35])=[O:34])=[CH:8][N:7]([C:14]2[CH:19]=[CH:18][C:17]([C:20]([F:21])([F:22])[F:23])=[CH:16][N:15]=2)[N:6]=1)([CH3:4])([CH3:2])[CH3:3]. The catalyst is O1CCCC1. The reactants are [C:1]([C:5]1[C:9]([CH2:10][CH2:11][CH2:12][OH:13])=[CH:8][N:7]([C:14]2[CH:19]=[CH:18][C:17]([C:20]([F:23])([F:22])[F:21])=[CH:16][N:15]=2)[N:6]=1)([CH3:4])([CH3:3])[CH3:2].[CH2:24]([C:26]1[C:27](O)=[C:28]([CH2:32][C:33]([O:35]C)=[O:34])[CH:29]=[CH:30][CH:31]=1)[CH3:25].C(P(CCCC)CCCC)CCC.N(C(N1CCCCC1)=O)=NC(N1CCCCC1)=O. The yield is 0.490. (4) The reactants are [Si]([O:8][C:9]1[CH:14]=[CH:13][C:12]([C:15]2[N:16]=[C:17]([C:22]3S[C:25]4[C:26]5SC=[CH:29][C:27]=5S[C:24]=4[CH:23]=3)[C:18]([NH2:21])=[N:19][CH:20]=2)=[CH:11][CH:10]=1)(C(C)(C)C)(C)C.[Si]([O:40][C:41]1[CH:46]=[CH:45][C:44]([CH2:47][C:48](Cl)=[O:49])=[CH:43][CH:42]=1)(C(C)(C)C)(C)C.O. The catalyst is CN(C)C1C=CN=CC=1.N1C=CC=CC=1. The product is [CH:26]1[CH:25]=[CH:24][C:23]([CH2:22][C:17]2[NH:16][C:15](=[C:12]3[CH:11]=[CH:10][C:9](=[O:8])[CH:14]=[CH:13]3)[CH:20]=[N:19][C:18]=2[NH:21][C:48]([CH2:47][C:44]2[CH:45]=[CH:46][C:41]([OH:40])=[CH:42][CH:43]=2)=[O:49])=[CH:29][CH:27]=1. The yield is 0.209. (5) The reactants are Cl[C:2]1[CH:9]=[CH:8][CH:7]=[C:4]([C:5]#[N:6])[C:3]=1[C:10]#[N:11].[C:12]1(B(O)O)[C:21]2[C:16](=[CH:17][CH:18]=[CH:19][CH:20]=2)[CH:15]=[CH:14][CH:13]=1.[F-].[Cs+]. The catalyst is ClCCl.CC(C)([P](C(C)(C)C)([Pd][P](C(C)(C)C)(C(C)(C)C)C(C)(C)C)C(C)(C)C)C. The product is [C:20]1([C:2]2[CH:9]=[CH:8][CH:7]=[C:4]([C:5]#[N:6])[C:3]=2[C:10]#[N:11])[C:21]2[C:16](=[CH:15][CH:14]=[CH:13][CH:12]=2)[CH:17]=[CH:18][CH:19]=1. The yield is 0.761. (6) The reactants are [NH:1]1[CH:5]=[CH:4][N:3]=[CH:2]1.C1(C)C=CC(S(O[CH2:16][CH2:17][O:18][CH2:19][CH2:20][O:21][CH2:22][CH2:23][O:24][CH3:25])(=O)=O)=CC=1.C(=O)([O-])[O-].[K+].[K+].CN(C)C=O. The catalyst is C(OCC)(=O)C. The product is [CH3:25][O:24][CH2:23][CH2:22][O:21][CH2:20][CH2:19][O:18][CH2:17][CH2:16][N:1]1[CH:5]=[CH:4][N:3]=[CH:2]1. The yield is 0.760. (7) The reactants are [C:1]([N:4]([CH2:21][C@@H:22]1[O:26][C:25](=[O:27])[N:24]([C:28]2[CH:33]=[CH:32][C:31]([CH:34]3[CH2:39][CH2:38][S:37](=[O:41])(=[O:40])[CH2:36][CH2:35]3)=[C:30]([F:42])[CH:29]=2)[CH2:23]1)[C:5]([O:7][CH2:8][O:9][C:10](=[O:20])[CH2:11][NH:12]C(OC(C)(C)C)=O)=[O:6])(=[O:3])[CH3:2].C1(OC)C=CC=CC=1.C1COCC1.[ClH:56]. The catalyst is O1CCOCC1. The product is [ClH:56].[C:1]([N:4]([CH2:21][C@@H:22]1[O:26][C:25](=[O:27])[N:24]([C:28]2[CH:33]=[CH:32][C:31]([CH:34]3[CH2:39][CH2:38][S:37](=[O:40])(=[O:41])[CH2:36][CH2:35]3)=[C:30]([F:42])[CH:29]=2)[CH2:23]1)[C:5]([O:7][CH2:8][O:9][C:10](=[O:20])[CH2:11][NH2:12])=[O:6])(=[O:3])[CH3:2]. The yield is 0.720. (8) The product is [CH:37]1([N:32]2[C:33]3[C@@:28]([CH3:41])([C@H:27]4[CH2:26][CH2:25][C@@:24]5([CH3:42])[C@@H:23]([CH2:22][CH:21]=[C:20]5[C:4]5[C:5]6[C:10](=[CH:9][CH:8]=[CH:7][CH:6]=6)[CH:1]=[N:2][CH:3]=5)[C@@H:36]4[CH2:35][CH:34]=3)[CH2:29][CH2:30][C:31]2=[O:40])[CH2:39][CH2:38]1. The reactants are [CH:1]1[C:10]2[C:5](=[CH:6][CH:7]=[CH:8][CH:9]=2)[C:4](B(O)O)=[CH:3][N:2]=1.FC(F)(F)S(O[C:20]1[C@@:24]2([CH3:42])[CH2:25][CH2:26][C@H:27]3[C@H:36]([C@@H:23]2[CH2:22][CH:21]=1)[CH2:35][CH:34]=[C:33]1[C@:28]3([CH3:41])[CH2:29][CH2:30][C:31](=[O:40])[N:32]1[CH:37]1[CH2:39][CH2:38]1)(=O)=O. The catalyst is O1CCOCC1.Cl[Pd](Cl)([P](C1C=CC=CC=1)(C1C=CC=CC=1)C1C=CC=CC=1)[P](C1C=CC=CC=1)(C1C=CC=CC=1)C1C=CC=CC=1. The yield is 0.420. (9) The product is [C:16]([O:15][C:13](=[O:14])[NH:12][CH2:11][C:9]1[CH:10]=[C:2]2[C:3]([C:4](=[O:6])[N:30]([CH:31]3[CH2:36][CH2:35][C:34](=[O:37])[NH:33][C:32]3=[O:38])[C:23]([CH3:24])=[N:1]2)=[CH:7][CH:8]=1)([CH3:19])([CH3:18])[CH3:17]. The reactants are [NH2:1][C:2]1[CH:10]=[C:9]([CH2:11][NH:12][C:13]([O:15][C:16]([CH3:19])([CH3:18])[CH3:17])=[O:14])[CH:8]=[CH:7][C:3]=1[C:4]([OH:6])=O.N1[CH:24]=[CH:23]N=C1.C(Cl)(=O)C.Cl.[NH2:30][CH:31]1[CH2:36][CH2:35][C:34](=[O:37])[NH:33][C:32]1=[O:38].P(OC1C=CC=CC=1)(OC1C=CC=CC=1)OC1C=CC=CC=1. The yield is 0.660. The catalyst is C(#N)C. (10) The reactants are [CH2:1]([O:3][C:4](=[O:17])[C:5]([O:8][C:9]1[CH:14]=[CH:13][C:12]([OH:15])=[CH:11][C:10]=1[CH3:16])([CH3:7])[CH3:6])[CH3:2].[CH3:18][N:19]1[C:23]([CH2:24]O)=[CH:22][C:21]([C:26]2[CH:31]=[CH:30][C:29]([O:32][C:33]([F:36])([F:35])[F:34])=[CH:28][CH:27]=2)=[N:20]1.C(P(CCCC)CCCC)CCC.CN(C)C(N=NC(N(C)C)=O)=O. The catalyst is O1CCCC1. The product is [CH2:1]([O:3][C:4](=[O:17])[C:5]([CH3:6])([O:8][C:9]1[CH:14]=[CH:13][C:12]([O:15][CH2:24][C:23]2[N:19]([CH3:18])[N:20]=[C:21]([C:26]3[CH:27]=[CH:28][C:29]([O:32][C:33]([F:35])([F:34])[F:36])=[CH:30][CH:31]=3)[CH:22]=2)=[CH:11][C:10]=1[CH3:16])[CH3:7])[CH3:2]. The yield is 0.750.